From a dataset of Peptide-MHC class I binding affinity with 185,985 pairs from IEDB/IMGT. Regression. Given a peptide amino acid sequence and an MHC pseudo amino acid sequence, predict their binding affinity value. This is MHC class I binding data. (1) The peptide sequence is MTYKAAVL. The MHC is HLA-A03:01 with pseudo-sequence HLA-A03:01. The binding affinity (normalized) is 0.0688. (2) The peptide sequence is RGPYRAFVTI. The MHC is Mamu-B8301 with pseudo-sequence Mamu-B8301. The binding affinity (normalized) is 0. (3) The MHC is HLA-B15:01 with pseudo-sequence HLA-B15:01. The binding affinity (normalized) is 0. The peptide sequence is AVDLSHFLR. (4) The binding affinity (normalized) is 0.321. The peptide sequence is TSSVYIEVLH. The MHC is HLA-A11:01 with pseudo-sequence HLA-A11:01. (5) The peptide sequence is QYIYMGEPLE. The MHC is HLA-A24:02 with pseudo-sequence HLA-A24:02. The binding affinity (normalized) is 0.158. (6) The peptide sequence is NDNFLMRNV. The MHC is HLA-B18:01 with pseudo-sequence HLA-B18:01. The binding affinity (normalized) is 0.